This data is from Forward reaction prediction with 1.9M reactions from USPTO patents (1976-2016). The task is: Predict the product of the given reaction. (1) Given the reactants [NH2:1][C:2]1[C:7]([C:8]#[N:9])=[C:6]([N:10]2[CH2:15][CH2:14][C@H:13]([C:16]3[N:17]([CH2:29][CH2:30][N:31]4[CH2:34][CH2:33][CH2:32]4)[CH:18]=[C:19]([C:21]4[CH:26]=[CH:25][C:24]([F:27])=[C:23]([CH3:28])[CH:22]=4)[N:20]=3)[C@H:12]([F:35])[CH2:11]2)[N:5]=[CH:4][N:3]=1.[OH:36]O.[OH-].[Na+], predict the reaction product. The product is: [NH2:1][C:2]1[C:7]([C:8]([NH2:9])=[O:36])=[C:6]([N:10]2[CH2:15][CH2:14][C@H:13]([C:16]3[N:17]([CH2:29][CH2:30][N:31]4[CH2:32][CH2:33][CH2:34]4)[CH:18]=[C:19]([C:21]4[CH:26]=[CH:25][C:24]([F:27])=[C:23]([CH3:28])[CH:22]=4)[N:20]=3)[C@H:12]([F:35])[CH2:11]2)[N:5]=[CH:4][N:3]=1. (2) Given the reactants [CH:1]([O:4][C:5]([N:7]1[CH2:12][CH2:11][CH:10]([O:13][C@@H:14]([C:16]2[N:20]=[C:19]([C:21]3[N:22]=[N:23][C:24](ON4C5C=CC=CC=5N=N4)=[CH:25][CH:26]=3)[O:18][N:17]=2)[CH3:15])[CH2:9][CH2:8]1)=[O:6])([CH3:3])[CH3:2].[C:37]([O:41][C:42](=[O:57])[NH:43][C@@H:44]1[C@@H:48]([C:49]2[CH:54]=[C:53]([F:55])[CH:52]=[CH:51][C:50]=2[F:56])[CH2:47][NH:46][CH2:45]1)([CH3:40])([CH3:39])[CH3:38], predict the reaction product. The product is: [CH:1]([O:4][C:5]([N:7]1[CH2:12][CH2:11][CH:10]([O:13][C@@H:14]([C:16]2[N:20]=[C:19]([C:21]3[N:22]=[N:23][C:24]([N:46]4[CH2:47][C@H:48]([C:49]5[CH:54]=[C:53]([F:55])[CH:52]=[CH:51][C:50]=5[F:56])[C@@H:44]([NH:43][C:42]([O:41][C:37]([CH3:40])([CH3:38])[CH3:39])=[O:57])[CH2:45]4)=[CH:25][CH:26]=3)[O:18][N:17]=2)[CH3:15])[CH2:9][CH2:8]1)=[O:6])([CH3:2])[CH3:3]. (3) Given the reactants [CH3:1][C:2]1[CH:3]=[CH:4][CH:5]=[C:6]2[C:10]=1[NH:9][CH:8]=[C:7]2[CH2:11][CH2:12][NH2:13].[CH:14]1([CH:17]=O)[CH2:16][CH2:15]1, predict the reaction product. The product is: [CH:14]1([CH2:17][NH:13][CH2:12][CH2:11][C:7]2[C:6]3[C:10](=[C:2]([CH3:1])[CH:3]=[CH:4][CH:5]=3)[NH:9][CH:8]=2)[CH2:16][CH2:15]1. (4) Given the reactants Cl.Cl[CH2:3][C:4]1[CH:5]=[N:6][CH:7]=[CH:8][CH:9]=1.[CH:10]([N:13]1[CH2:18][CH2:17][CH:16]([NH:19][S:20]([CH2:23][CH2:24][NH:25][C:26]([C:28]2[S:29][C:30]([Cl:33])=[CH:31][CH:32]=2)=[O:27])(=[O:22])=[O:21])[CH2:15][CH2:14]1)([CH3:12])[CH3:11], predict the reaction product. The product is: [CH:10]([N:13]1[CH2:18][CH2:17][CH:16]([N:19]([CH2:3][C:4]2[CH:5]=[N:6][CH:7]=[CH:8][CH:9]=2)[S:20]([CH2:23][CH2:24][NH:25][C:26]([C:28]2[S:29][C:30]([Cl:33])=[CH:31][CH:32]=2)=[O:27])(=[O:21])=[O:22])[CH2:15][CH2:14]1)([CH3:12])[CH3:11]. (5) Given the reactants [CH2:1]([O:3][C:4]([C:6]1[CH:7]=[C:8]2[N:13]([C:14]=1[C:15]1[CH:16]=[N:17][C:18]([O:21][CH3:22])=[CH:19][CH:20]=1)[CH:12]=[CH:11][C:10]([CH2:23]OS(C)(=O)=O)=[CH:9]2)=[O:5])[CH3:2].[N-:29]=[N+:30]=[N-:31].[Na+], predict the reaction product. The product is: [CH2:1]([O:3][C:4]([C:6]1[CH:7]=[C:8]2[N:13]([C:14]=1[C:15]1[CH:16]=[N:17][C:18]([O:21][CH3:22])=[CH:19][CH:20]=1)[CH:12]=[CH:11][C:10]([CH2:23][N:29]=[N+:30]=[N-:31])=[CH:9]2)=[O:5])[CH3:2]. (6) Given the reactants [C:1]1([C:7]2[CH:8]=[C:9]([C:16]3[O:20][N:19]=[C:18]([C:21]4[CH:22]=[C:23]5[C:27](=[CH:28][CH:29]=4)[NH:26][CH:25]=[CH:24]5)[N:17]=3)[S:10][C:11]=2[C:12]([F:15])([F:14])[F:13])[CH:6]=[CH:5][CH:4]=[CH:3][CH:2]=1.C([O-])([O-])=O.[K+].[K+].Br[CH2:37][CH2:38][C:39]([O:41][CH2:42][CH3:43])=[O:40], predict the reaction product. The product is: [C:1]1([C:7]2[CH:8]=[C:9]([C:16]3[O:20][N:19]=[C:18]([C:21]4[CH:22]=[C:23]5[C:27](=[CH:28][CH:29]=4)[N:26]([CH2:37][CH2:38][C:39]([O:41][CH2:42][CH3:43])=[O:40])[CH:25]=[CH:24]5)[N:17]=3)[S:10][C:11]=2[C:12]([F:15])([F:14])[F:13])[CH:2]=[CH:3][CH:4]=[CH:5][CH:6]=1. (7) Given the reactants [CH2:1]([O:8][C:9]1[C:16]([F:17])=[CH:15][C:12]([CH:13]=O)=[CH:11][C:10]=1[F:18])[C:2]1[CH:7]=[CH:6][CH:5]=[CH:4][CH:3]=1.[CH2:19]([O:21][C:22]([C:24](=P(C1C=CC=CC=1)(C1C=CC=CC=1)C1C=CC=CC=1)[CH3:25])=[O:23])[CH3:20], predict the reaction product. The product is: [CH2:1]([O:8][C:9]1[C:16]([F:17])=[CH:15][C:12](/[CH:13]=[C:24](\[CH3:25])/[C:22]([O:21][CH2:19][CH3:20])=[O:23])=[CH:11][C:10]=1[F:18])[C:2]1[CH:7]=[CH:6][CH:5]=[CH:4][CH:3]=1.